From a dataset of Forward reaction prediction with 1.9M reactions from USPTO patents (1976-2016). Predict the product of the given reaction. Given the reactants [CH2:1]([O:3][C:4]([N:6]1[C:15]2[C:10](=[N:11][C:12]([O:16][CH3:17])=[CH:13][CH:14]=2)[C@@H:9]([NH:18][C:19]2[N:24]=[C:23]([CH2:25][C:26]3[CH:31]=[C:30]([C:32]([F:35])([F:34])[F:33])[CH:29]=[C:28]([C:36]([F:39])([F:38])[F:37])[CH:27]=3)[C:22]([OH:40])=[CH:21][N:20]=2)[CH2:8][C@H:7]1[CH2:41][CH3:42])=[O:5])[CH3:2].[C:43]([O:48][CH3:49])(=[O:47])[CH:44]([CH3:46])O.C1(P(C2C=CC=CC=2)C2C=CC=CC=2)C=CC=CC=1.N(C(OCC)=O)=NC(OCC)=O, predict the reaction product. The product is: [CH2:1]([O:3][C:4]([N:6]1[C:15]2[C:10](=[N:11][C:12]([O:16][CH3:17])=[CH:13][CH:14]=2)[C@@H:9]([NH:18][C:19]2[N:24]=[C:23]([CH2:25][C:26]3[CH:31]=[C:30]([C:32]([F:35])([F:34])[F:33])[CH:29]=[C:28]([C:36]([F:38])([F:39])[F:37])[CH:27]=3)[C:22]([O:40][CH:44]([C:43]([O:48][CH3:49])=[O:47])[CH3:46])=[CH:21][N:20]=2)[CH2:8][C@H:7]1[CH2:41][CH3:42])=[O:5])[CH3:2].